Dataset: Full USPTO retrosynthesis dataset with 1.9M reactions from patents (1976-2016). Task: Predict the reactants needed to synthesize the given product. Given the product [O:1]1[CH2:2][CH2:3][CH:4]([N:7]2[C:11]([NH2:12])=[CH:10][CH:9]=[N:8]2)[CH2:5][CH2:6]1, predict the reactants needed to synthesize it. The reactants are: [O:1]1[CH2:6][CH2:5][C:4](=[N:7][NH:8][CH2:9][CH2:10][C:11]#[N:12])[CH2:3][CH2:2]1.[OH-].[Na+].